Regression. Given a peptide amino acid sequence and an MHC pseudo amino acid sequence, predict their binding affinity value. This is MHC class II binding data. From a dataset of Peptide-MHC class II binding affinity with 134,281 pairs from IEDB. (1) The peptide sequence is SHIQSAVVCGRRHGV. The MHC is DRB3_0101 with pseudo-sequence DRB3_0101. The binding affinity (normalized) is 0.251. (2) The peptide sequence is EKKYFAAMQFEPLAA. The MHC is HLA-DPA10103-DPB10401 with pseudo-sequence HLA-DPA10103-DPB10401. The binding affinity (normalized) is 1.00. (3) The peptide sequence is VDKIDAAFKIAATAA. The MHC is HLA-DQA10501-DQB10201 with pseudo-sequence HLA-DQA10501-DQB10201. The binding affinity (normalized) is 0.176. (4) The peptide sequence is VVSRLLIPVPFDPPA. The MHC is DRB3_0202 with pseudo-sequence DRB3_0202. The binding affinity (normalized) is 0.236. (5) The peptide sequence is AYGIPKVPPGPNITA. The MHC is HLA-DPA10103-DPB10301 with pseudo-sequence HLA-DPA10103-DPB10301. The binding affinity (normalized) is 0.0132.